Dataset: Forward reaction prediction with 1.9M reactions from USPTO patents (1976-2016). Task: Predict the product of the given reaction. (1) Given the reactants C(Cl)(=O)C=O.[F:6][C:7]1[C:8]([O:18][CH3:19])=[C:9](/[CH:14]=[CH:15]\[CH2:16][OH:17])[C:10]([F:13])=[CH:11][CH:12]=1.C[N:21](C)[C:22]1[CH:27]=CC=CC=1.CC[N:31](CC)CC.[OH2:36], predict the reaction product. The product is: [N+:21](=[CH:22][C:27]([O:17][CH2:16]/[CH:15]=[CH:14]\[C:9]1[C:10]([F:13])=[CH:11][CH:12]=[C:7]([F:6])[C:8]=1[O:18][CH3:19])=[O:36])=[N-:31]. (2) Given the reactants [F:1][C:2]1[CH:7]=[CH:6][C:5]([OH:8])=[C:4]([C:9]([OH:17])([CH3:16])[CH2:10][N:11]2[CH:15]=[CH:14][N:13]=[CH:12]2)[CH:3]=1.[CH2:18](Cl)[CH2:19][C:20]1[CH:25]=[CH:24][CH:23]=[CH:22][CH:21]=1.FC1C=CC(OC2C=CC=CC=2)=C(C(O)(C)CN2C=CN=C2)C=1, predict the reaction product. The product is: [F:1][C:2]1[CH:7]=[CH:6][C:5]([O:8][CH2:18][CH2:19][C:20]2[CH:25]=[CH:24][CH:23]=[CH:22][CH:21]=2)=[C:4]([C:9]([OH:17])([CH3:16])[CH2:10][N:11]2[CH:15]=[CH:14][N:13]=[CH:12]2)[CH:3]=1. (3) Given the reactants [Br:1][C:2]1[CH:3]=[C:4]2[C:8](=[CH:9][CH:10]=1)[NH:7][C:6]([CH2:11][OH:12])=[C:5]2[S:13]([N:16]1[CH2:20][CH2:19][CH2:18][CH2:17]1)(=[O:15])=[O:14], predict the reaction product. The product is: [Br:1][C:2]1[CH:3]=[C:4]2[C:8](=[CH:9][CH:10]=1)[NH:7][C:6]([CH:11]=[O:12])=[C:5]2[S:13]([N:16]1[CH2:17][CH2:18][CH2:19][CH2:20]1)(=[O:14])=[O:15]. (4) Given the reactants [N+:1]([O-:4])(O)=[O:2].[Br:5][C:6]1[CH:11]=[C:10]([F:12])[CH:9]=[CH:8][C:7]=1[N:13](C)[S:14]([CH:17]=S(=O)=O)(=[O:16])=[O:15], predict the reaction product. The product is: [Br:5][C:6]1[CH:11]=[C:10]([F:12])[C:9]([N+:1]([O-:4])=[O:2])=[CH:8][C:7]=1[N:13]([S:14]([CH3:17])(=[O:15])=[O:16])[S:14]([CH3:17])(=[O:16])=[O:15]. (5) The product is: [CH2:1]([O:5][CH2:6][CH2:7][O:8][C:9]1[CH:10]=[CH:11][C:12]([C:15]2[CH:16]=[CH:17][C:18]3[N:24]([CH2:25][CH:26]([CH3:27])[CH3:28])[CH2:23][CH2:22][C:21]([C:29]([NH:31][C:32]4[CH:33]=[CH:34][C:35]([S:38]([CH2:39][C:40]5[N:44]6[CH:45]=[CH:46][CH:47]=[CH:48][C:43]6=[N:42][CH:41]=5)=[O:58])=[CH:36][CH:37]=4)=[O:30])=[CH:20][C:19]=3[CH:49]=2)=[CH:13][CH:14]=1)[CH2:2][CH2:3][CH3:4]. Given the reactants [CH2:1]([O:5][CH2:6][CH2:7][O:8][C:9]1[CH:14]=[CH:13][C:12]([C:15]2[CH:16]=[CH:17][C:18]3[N:24]([CH2:25][CH:26]([CH3:28])[CH3:27])[CH2:23][CH2:22][C:21]([C:29]([NH:31][C:32]4[CH:37]=[CH:36][C:35]([S:38][CH2:39][C:40]5[N:44]6[CH:45]=[CH:46][CH:47]=[CH:48][C:43]6=[N:42][CH:41]=5)=[CH:34][CH:33]=4)=[O:30])=[CH:20][C:19]=3[CH:49]=2)=[CH:11][CH:10]=1)[CH2:2][CH2:3][CH3:4].ClC1C=CC=C(C(OO)=[O:58])C=1.S([O-])([O-])(=O)=S.[Na+].[Na+], predict the reaction product. (6) Given the reactants Cl[C:2]1[C:11]([CH3:12])=[C:10]([Cl:13])[C:9]2[C:4](=[CH:5][C:6]([F:15])=[CH:7][C:8]=2[F:14])[N:3]=1.C([Sn](CCCC)(CCCC)[C:21]1[CH:26]=[N:25][CH:24]=[CH:23][N:22]=1)CCC, predict the reaction product. The product is: [Cl:13][C:10]1[C:9]2[C:4](=[CH:5][C:6]([F:15])=[CH:7][C:8]=2[F:14])[N:3]=[C:2]([C:21]2[CH:26]=[N:25][CH:24]=[CH:23][N:22]=2)[C:11]=1[CH3:12]. (7) Given the reactants [NH2:1][C@H:2]1[CH2:7][CH2:6][C@H:5]([OH:8])[CH2:4][CH2:3]1.[C:9]([C:11]1[CH:16]=[CH:15][N:14]2[N:17]=[CH:18][C:19]([C:20]3[N:25]=[C:24](N[C@@H]4CCCN(C(OC(C)(C)C)=O)C4)[CH:23]=[CH:22][N:21]=3)=[C:13]2[CH:12]=1)#[N:10], predict the reaction product. The product is: [OH:8][C@H:5]1[CH2:6][CH2:7][C@H:2]([NH:1][C:22]2[CH:23]=[CH:24][N:25]=[C:20]([C:19]3[CH:18]=[N:17][N:14]4[CH:15]=[CH:16][C:11]([C:9]#[N:10])=[CH:12][C:13]=34)[N:21]=2)[CH2:3][CH2:4]1. (8) Given the reactants [NH2:1][C:2]1[CH:3]=[N:4][CH:5]=[CH:6][CH:7]=1.[C:8](#N)[CH3:9], predict the reaction product. The product is: [CH2:8]([NH:1][C:2]1[CH:3]=[N:4][CH:5]=[CH:6][CH:7]=1)[CH3:9]. (9) Given the reactants C[O:2][C:3](=[O:32])[CH2:4][C@H:5]1[C:9]2[CH:10]=[CH:11][C:12]([O:14][C@H:15]3[C:23]4[C:18](=[C:19]([C:25]5[C:26](F)=[N:27][CH:28]=[CH:29][CH:30]=5)[CH:20]=[CH:21][C:22]=4[F:24])[CH2:17][CH2:16]3)=[CH:13][C:8]=2[O:7][CH2:6]1.[NH:33]1[CH2:38][CH2:37][O:36][CH2:35][CH2:34]1.[OH-].[Na+].Cl, predict the reaction product. The product is: [F:24][C:22]1[CH:21]=[CH:20][C:19]([C:25]2[C:26]([N:33]3[CH2:38][CH2:37][O:36][CH2:35][CH2:34]3)=[N:27][CH:28]=[CH:29][CH:30]=2)=[C:18]2[C:23]=1[C@H:15]([O:14][C:12]1[CH:11]=[CH:10][C:9]3[C@H:5]([CH2:4][C:3]([OH:32])=[O:2])[CH2:6][O:7][C:8]=3[CH:13]=1)[CH2:16][CH2:17]2. (10) Given the reactants [O:1]1[CH:6]([C:7]([N:9]2[CH2:14][CH2:13][N:12]([C:15]3[CH:20]=[CH:19][CH:18]=[CH:17][C:16]=3[CH2:21][O:22][CH3:23])[CH2:11][CH2:10]2)=O)[CH2:5][S:4][C:3]2[CH:24]=[CH:25][CH:26]=[CH:27][C:2]1=2.[H-].[H-].[H-].[H-].[Li+].[Al+3].[OH-].[Na+].O, predict the reaction product. The product is: [O:1]1[CH:6]([CH2:7][N:9]2[CH2:10][CH2:11][N:12]([C:15]3[CH:20]=[CH:19][CH:18]=[CH:17][C:16]=3[CH2:21][O:22][CH3:23])[CH2:13][CH2:14]2)[CH2:5][S:4][C:3]2[CH:24]=[CH:25][CH:26]=[CH:27][C:2]1=2.